This data is from Forward reaction prediction with 1.9M reactions from USPTO patents (1976-2016). The task is: Predict the product of the given reaction. (1) The product is: [CH2:37]([O:24][C@H:23]1[C@@H:22]([OH:25])[C@@H:21]([CH3:26])[O:20][C@H:10]([O:11][C:12]2[CH:13]=[CH:14][C:15]([O:18][CH3:19])=[CH:16][CH:17]=2)[C@@H:9]1[O:8][C:1](=[O:7])[CH2:2][CH2:3][C:4]([CH3:6])=[O:5])[C:38]1[CH:43]=[CH:42][CH:41]=[CH:40][CH:39]=1. Given the reactants [C:1]([O:8][C@@H:9]1[C@@H:23]([OH:24])[C@@H:22]([OH:25])[C@@H:21]([CH3:26])[O:20][C@@H:10]1[O:11][C:12]1[CH:17]=[CH:16][C:15]([O:18][CH3:19])=[CH:14][CH:13]=1)(=[O:7])[CH2:2][CH2:3][C:4]([CH3:6])=[O:5].C([Sn](=O)CCCC)CCC.[CH2:37](Br)[C:38]1[CH:43]=[CH:42][CH:41]=[CH:40][CH:39]=1, predict the reaction product. (2) The product is: [C:1]([O:5][C:6](=[O:18])[NH:7][C:8]1[CH:13]=[CH:12][C:11]([C:20]2[CH:25]=[CH:24][N:23]=[C:22]([NH:26][C:27](=[O:29])[CH3:28])[CH:21]=2)=[CH:10][CH:9]=1)([CH3:4])([CH3:3])[CH3:2]. Given the reactants [C:1]([O:5][C:6](=[O:18])[NH:7][C:8]1[CH:13]=[CH:12][C:11]([Sn](C)(C)C)=[CH:10][CH:9]=1)([CH3:4])([CH3:3])[CH3:2].Br[C:20]1[CH:25]=[CH:24][N:23]=[C:22]([NH:26][C:27](=[O:29])[CH3:28])[CH:21]=1.C([O-])([O-])=O.[K+].[K+], predict the reaction product. (3) Given the reactants C(O)(C(F)(F)F)=O.C(OC([NH:15][C@H:16]([C:37]([O:39][CH3:40])=[O:38])[CH2:17][C:18]1[CH:19]=[N:20][C:21]([CH2:24][CH2:25][CH2:26][C:27]2[CH:36]=[CH:35][C:34]3[CH2:33][CH2:32][CH2:31][NH:30][C:29]=3[N:28]=2)=[CH:22][CH:23]=1)=O)(C)(C)C, predict the reaction product. The product is: [N:28]1[C:29]2[NH:30][CH2:31][CH2:32][CH2:33][C:34]=2[CH:35]=[CH:36][C:27]=1[CH2:26][CH2:25][CH2:24][C:21]1[N:20]=[CH:19][C:18]([CH2:17][C@@H:16]([C:37]([O:39][CH3:40])=[O:38])[NH2:15])=[CH:23][CH:22]=1. (4) Given the reactants [CH3:1][C:2]1[CH:7]=[CH:6][CH:5]=[C:4]([CH3:8])[C:3]=1[C:9]([N:11]1[CH2:16][CH2:15][C:14]([CH3:30])([N:17]2[CH2:22][CH2:21][CH:20]([NH:23][C:24]3[CH:29]=[CH:28][CH:27]=[CH:26][CH:25]=3)[CH2:19][CH2:18]2)[CH2:13][CH2:12]1)=[O:10].[CH3:31][O:32][C:33](=[O:42])[C:34]1[CH:39]=[CH:38][C:37]([CH2:40]Br)=[CH:36][CH:35]=1, predict the reaction product. The product is: [CH3:31][O:32][C:33](=[O:42])[C:34]1[CH:39]=[CH:38][C:37]([CH2:40][N:23]([CH:20]2[CH2:21][CH2:22][N:17]([C:14]3([CH3:30])[CH2:15][CH2:16][N:11]([C:9](=[O:10])[C:3]4[C:4]([CH3:8])=[CH:5][CH:6]=[CH:7][C:2]=4[CH3:1])[CH2:12][CH2:13]3)[CH2:18][CH2:19]2)[C:24]2[CH:29]=[CH:28][CH:27]=[CH:26][CH:25]=2)=[CH:36][CH:35]=1. (5) Given the reactants [F:1][C:2]([F:36])([F:35])[C:3]1[CH:4]=[C:5]([CH:28]=[C:29]([C:31]([F:34])([F:33])[F:32])[CH:30]=1)[CH2:6][N:7]1[CH2:14][CH2:13][CH2:12][O:11][C:10]2[N:15]=[C:16](Cl)[CH:17]=[C:18]([C:19]3[CH:24]=[CH:23][C:22]([F:25])=[CH:21][CH:20]=3)[C:9]=2[C:8]1=[O:27].C([O:41][C:42]([N:44]1[CH2:50][CH2:49][CH2:48][NH:47][CH2:46][CH2:45]1)=O)(C)(C)C.[C:51](OC(=O)C)(=O)C, predict the reaction product. The product is: [C:42]([N:44]1[CH2:50][CH2:49][CH2:48][N:47]([C:16]2[CH:17]=[C:18]([C:19]3[CH:24]=[CH:23][C:22]([F:25])=[CH:21][CH:20]=3)[C:9]3[C:8](=[O:27])[N:7]([CH2:6][C:5]4[CH:4]=[C:3]([C:2]([F:36])([F:35])[F:1])[CH:30]=[C:29]([C:31]([F:34])([F:33])[F:32])[CH:28]=4)[CH2:14][CH2:13][CH2:12][O:11][C:10]=3[N:15]=2)[CH2:46][CH2:45]1)(=[O:41])[CH3:51]. (6) Given the reactants [C:1]12([C:11]3[O:12][C:13]([C:16]4[CH:21]=[CH:20][CH:19]=[CH:18][C:17]=4Br)=[N:14][N:15]=3)[CH2:10][CH:5]3[CH2:6][CH:7]([CH2:9][CH:3]([CH2:4]3)[CH2:2]1)[CH2:8]2.CN([CH:26]=[O:27])C, predict the reaction product. The product is: [C:1]12([C:11]3[O:12][C:13]([C:16]4[CH:21]=[C:20]([CH:19]=[CH:18][CH:17]=4)[CH:26]=[O:27])=[N:14][N:15]=3)[CH2:10][CH:5]3[CH2:6][CH:7]([CH2:9][CH:3]([CH2:4]3)[CH2:2]1)[CH2:8]2. (7) Given the reactants [H-].[Na+].[CH3:3][O:4][C:5](=[O:14])[CH2:6][C:7]1[CH:12]=[CH:11][C:10]([Br:13])=[CH:9][N:8]=1.[Cl:15][CH2:16][CH2:17][CH2:18]Br.O, predict the reaction product. The product is: [CH3:3][O:4][C:5](=[O:14])[CH:6]([C:7]1[CH:12]=[CH:11][C:10]([Br:13])=[CH:9][N:8]=1)[CH2:18][CH2:17][CH2:16][Cl:15]. (8) Given the reactants C(=O)([O-])[O-].[K+].[K+].[F:7][C:8]1[CH:13]=[CH:12][C:11]([CH:14]([N+:25]#[C-:26])S(C2C=CC(C)=CC=2)(=O)=O)=[CH:10][CH:9]=1.[O:27]=[C:28]([CH3:42])/[CH:29]=[N:30]/[CH:31]1[CH2:34][N:33]([C:35]([O:37][C:38]([CH3:41])([CH3:40])[CH3:39])=[O:36])[CH2:32]1, predict the reaction product. The product is: [C:28]([C:29]1[N:30]([CH:31]2[CH2:34][N:33]([C:35]([O:37][C:38]([CH3:41])([CH3:40])[CH3:39])=[O:36])[CH2:32]2)[CH:26]=[N:25][C:14]=1[C:11]1[CH:10]=[CH:9][C:8]([F:7])=[CH:13][CH:12]=1)(=[O:27])[CH3:42]. (9) The product is: [OH:17][CH2:16][CH2:15][O:12][C:11]([C:1]1[C:10]2[C:5](=[CH:6][CH:7]=[CH:8][CH:9]=2)[CH:4]=[CH:3][CH:2]=1)=[O:13]. Given the reactants [C:1]1([C:11]([OH:13])=[O:12])[C:10]2[C:5](=[CH:6][CH:7]=[CH:8][CH:9]=2)[CH:4]=[CH:3][CH:2]=1.Br[CH2:15][CH2:16][OH:17], predict the reaction product. (10) Given the reactants [CH3:1][C:2]([NH:13][C:14](=[O:16])[CH3:15])([C:4]1[CH:9]=[CH:8][C:7]([N+:10]([O-])=O)=[CH:6][CH:5]=1)[CH3:3], predict the reaction product. The product is: [NH2:10][C:7]1[CH:6]=[CH:5][C:4]([C:2]([NH:13][C:14](=[O:16])[CH3:15])([CH3:3])[CH3:1])=[CH:9][CH:8]=1.